This data is from Reaction yield outcomes from USPTO patents with 853,638 reactions. The task is: Predict the reaction yield, written as a fraction of the theoretical maximum amount of product (1.0 means a 100% yield; for example, 0.34 means a 34% yield). The reactants are [CH3:1][O:2][C:3]([N:5]1[CH2:10][CH2:9][CH:8]([C:11]2[C:12]3[CH:22]=[CH:21][C:20]([C:23]([F:26])([F:25])[F:24])=[CH:19][C:13]=3[S:14][C:15]=2C(O)=O)[CH2:7][CH2:6]1)=[O:4]. The catalyst is N1C2C(=CC=CC=2)C=CC=1.CCOC(C)=O.[Cu]. The product is [CH3:1][O:2][C:3]([N:5]1[CH2:6][CH2:7][CH:8]([C:11]2[C:12]3[CH:22]=[CH:21][C:20]([C:23]([F:26])([F:24])[F:25])=[CH:19][C:13]=3[S:14][CH:15]=2)[CH2:9][CH2:10]1)=[O:4]. The yield is 0.820.